From a dataset of Catalyst prediction with 721,799 reactions and 888 catalyst types from USPTO. Predict which catalyst facilitates the given reaction. (1) Reactant: Br[CH2:2][C:3]([C:5]1[CH:12]=[CH:11][C:8]([C:9]#[N:10])=[CH:7][CH:6]=1)=O.[CH2:13]([O:15][C:16]1[CH:21]=[CH:20][CH:19]=[CH:18][C:17]=1[NH:22][C:23]([NH2:25])=[S:24])[CH3:14]. The catalyst class is: 14. Product: [CH2:13]([O:15][C:16]1[CH:21]=[CH:20][CH:19]=[CH:18][C:17]=1[NH:22][C:23]1[S:24][CH:2]=[C:3]([C:5]2[CH:12]=[CH:11][C:8]([C:9]#[N:10])=[CH:7][CH:6]=2)[N:25]=1)[CH3:14]. (2) Reactant: Cl.Cl.[Cl:3][C:4]1[C:9]([Cl:10])=[CH:8][CH:7]=[CH:6][C:5]=1[N:11]1[CH2:16][CH2:15][N:14]([CH2:17][CH2:18][CH:19]2[CH2:24][CH2:23][NH:22][CH2:21][CH2:20]2)[CH2:13][CH2:12]1.C(=O)([O-])[O-].[K+].[K+].[CH2:31]([CH:33]1[CH2:35][O:34]1)[CH3:32]. Product: [Cl:3][C:4]1[C:9]([Cl:10])=[CH:8][CH:7]=[CH:6][C:5]=1[N:11]1[CH2:16][CH2:15][N:14]([CH2:17][CH2:18][CH:19]2[CH2:24][CH2:23][N:22]([CH2:35][CH:33]([OH:34])[CH2:31][CH3:32])[CH2:21][CH2:20]2)[CH2:13][CH2:12]1. The catalyst class is: 32.